This data is from hERG potassium channel inhibition data for cardiac toxicity prediction from Karim et al.. The task is: Regression/Classification. Given a drug SMILES string, predict its toxicity properties. Task type varies by dataset: regression for continuous values (e.g., LD50, hERG inhibition percentage) or binary classification for toxic/non-toxic outcomes (e.g., AMES mutagenicity, cardiotoxicity, hepatotoxicity). Dataset: herg_karim. (1) The molecule is NC(=O)c1cnc(N(CCO)[C@H]2CCCNC2)c2cc(-c3ccccc3)sc12. The result is 0 (non-blocker). (2) The compound is C[C@@H]1CCCN1CCc1ccc(-c2ccc(S(=O)(=O)NC3CCOCC3)cc2)cc1. The result is 0 (non-blocker). (3) The molecule is CNC(=O)c1c(NCC2CCC3(CCC3)CC2)nc(C#N)nc1OCCC1CCN(C)CC1. The result is 1 (blocker). (4) The molecule is C[C@H](C1=C(CCN(C)C)Cc2ccccc21)c1cnccn1. The result is 1 (blocker).